From a dataset of Reaction yield outcomes from USPTO patents with 853,638 reactions. Predict the reaction yield, written as a fraction of the theoretical maximum amount of product (1.0 means a 100% yield; for example, 0.34 means a 34% yield). (1) The reactants are [CH:1]1([N:7]2[C:11]3[CH:12]=[CH:13][C:14]([C:16]([OH:18])=O)=[CH:15][C:10]=3[N:9]=[C:8]2[C:19]2[CH:24]=[CH:23][CH:22]=[CH:21][N:20]=2)[CH2:6][CH2:5][CH2:4][CH2:3][CH2:2]1.[CH3:25][O:26][C:27]1[CH:28]=[C:29]([CH:33]=[CH:34][C:35]=1[O:36][CH3:37])[CH2:30][CH2:31][NH2:32].CN(C(ON1N=NC2C=CC=CC1=2)=[N+](C)C)C.[B-](F)(F)(F)F.CCN(C(C)C)C(C)C.[OH-].[Na+]. The catalyst is CN(C=O)C. The product is [CH3:25][O:26][C:27]1[CH:28]=[C:29]([CH2:30][CH2:31][NH:32][C:16]([C:14]2[CH:13]=[CH:12][C:11]3[N:7]([CH:1]4[CH2:2][CH2:3][CH2:4][CH2:5][CH2:6]4)[C:8]([C:19]4[CH:24]=[CH:23][CH:22]=[CH:21][N:20]=4)=[N:9][C:10]=3[CH:15]=2)=[O:18])[CH:33]=[CH:34][C:35]=1[O:36][CH3:37]. The yield is 0.600. (2) The reactants are [CH2:1]([C:3]1[C:4]([CH3:9])=[N:5][CH:6]=[CH:7][CH:8]=1)[CH3:2].ClC1C=CC=C(C(OO)=[O:18])C=1.C(=O)([O-])O.[Na+]. The catalyst is ClCCl. The product is [CH2:1]([C:3]1[C:4]([CH3:9])=[N+:5]([O-:18])[CH:6]=[CH:7][CH:8]=1)[CH3:2]. The yield is 0.896. (3) The reactants are [OH:1][C:2]1[CH:3]=[C:4]([C:12]([O:14][CH3:15])=[O:13])[CH:5]=[C:6]([CH:11]=1)[C:7]([O:9][CH3:10])=[O:8].ClCCl.[CH3:19][S:20](Cl)(=[O:22])=[O:21]. The catalyst is N1C=CC=CC=1. The product is [CH3:19][S:20]([O:1][C:2]1[CH:11]=[C:6]([C:7]([O:9][CH3:10])=[O:8])[CH:5]=[C:4]([CH:3]=1)[C:12]([O:14][CH3:15])=[O:13])(=[O:22])=[O:21]. The yield is 0.500. (4) The reactants are [H-].[Na+].[CH:3]([C:5]1[CH:6]=[CH:7][CH:8]=[C:9]2[C:13]=1[NH:12][CH:11]=[CH:10]2)=[CH2:4].Br[CH2:15][CH2:16][CH2:17][CH:18]=[CH2:19].O. The catalyst is CN(C)C=O.C(OCC)(=O)C. The product is [CH2:19]([N:12]1[C:13]2[C:9](=[CH:8][CH:7]=[CH:6][C:5]=2[CH:3]=[CH2:4])[CH:10]=[CH:11]1)[CH2:18][CH2:17][CH:16]=[CH2:15]. The yield is 0.730. (5) The reactants are Br[C:2]1[CH:7]=[CH:6][CH:5]=[CH:4][N:3]=1.[CH2:8]([C:12]1[S:13][C:14]2[CH:20]=[CH:19][CH:18]=[C:17]([F:21])[C:15]=2[N:16]=1)[CH2:9][C:10]#[CH:11]. No catalyst specified. The product is [F:21][C:17]1[C:15]2[N:16]=[C:12]([CH2:8][CH2:9][C:10]#[C:11][C:2]3[CH:7]=[CH:6][CH:5]=[CH:4][N:3]=3)[S:13][C:14]=2[CH:20]=[CH:19][CH:18]=1. The yield is 0.0200. (6) The reactants are C(=O)([O-])[O-].[Cs+].[Cs+].[F:7][C:8]1[CH:13]=[CH:12][C:11]([C:14]2[O:15][C:16]3[CH:27]=[C:26]([N+:28]([O-:30])=[O:29])[C:25](OS(C(F)(F)F)(=O)=O)=[CH:24][C:17]=3[C:18]=2[C:19]([O:21][CH2:22][CH3:23])=[O:20])=[CH:10][CH:9]=1.[C:39]([O:43][C:44]([C:46]1[CH:47]=[C:48](B(O)O)[CH:49]=[CH:50][CH:51]=1)=[O:45])([CH3:42])([CH3:41])[CH3:40].O1CCOCC1. The yield is 0.690. The product is [C:39]([O:43][C:44]([C:46]1[CH:51]=[C:50]([C:25]2[C:26]([N+:28]([O-:30])=[O:29])=[CH:27][C:16]3[O:15][C:14]([C:11]4[CH:10]=[CH:9][C:8]([F:7])=[CH:13][CH:12]=4)=[C:18]([C:19]([O:21][CH2:22][CH3:23])=[O:20])[C:17]=3[CH:24]=2)[CH:49]=[CH:48][CH:47]=1)=[O:45])([CH3:42])([CH3:40])[CH3:41]. The catalyst is CCOC(C)=O.C1C=CC([P]([Pd]([P](C2C=CC=CC=2)(C2C=CC=CC=2)C2C=CC=CC=2)([P](C2C=CC=CC=2)(C2C=CC=CC=2)C2C=CC=CC=2)[P](C2C=CC=CC=2)(C2C=CC=CC=2)C2C=CC=CC=2)(C2C=CC=CC=2)C2C=CC=CC=2)=CC=1.O.